From a dataset of Peptide-MHC class I binding affinity with 185,985 pairs from IEDB/IMGT. Regression. Given a peptide amino acid sequence and an MHC pseudo amino acid sequence, predict their binding affinity value. This is MHC class I binding data. (1) The peptide sequence is KILTAGLSV. The MHC is HLA-A02:03 with pseudo-sequence HLA-A02:03. The binding affinity (normalized) is 0.626. (2) The binding affinity (normalized) is 0.282. The peptide sequence is SLIGSKTQI. The MHC is HLA-A02:01 with pseudo-sequence HLA-A02:01. (3) The peptide sequence is HYPPRPCGI. The MHC is Patr-A0701 with pseudo-sequence Patr-A0701. The binding affinity (normalized) is 0.00842.